Dataset: Forward reaction prediction with 1.9M reactions from USPTO patents (1976-2016). Task: Predict the product of the given reaction. The product is: [CH2:1]([CH:6]1[C:7](=[O:11])[CH2:8][CH2:9][CH:10]1[CH:13]([C:12]([O:19][CH3:20])=[O:18])[C:14]([O:16][CH3:17])=[O:15])[CH2:2][CH2:3][CH2:4][CH3:5]. Given the reactants [CH2:1]([C:6]1[C:7](=[O:11])[CH2:8][CH2:9][CH:10]=1)[CH2:2][CH2:3][CH2:4][CH3:5].[C:12]([O:19][CH3:20])(=[O:18])[CH2:13][C:14]([O:16][CH3:17])=[O:15].C[O-].[Na+], predict the reaction product.